From a dataset of Reaction yield outcomes from USPTO patents with 853,638 reactions. Predict the reaction yield, written as a fraction of the theoretical maximum amount of product (1.0 means a 100% yield; for example, 0.34 means a 34% yield). (1) The yield is 0.990. The reactants are Cl.[NH2:2][CH2:3][CH2:4][C:5]([CH3:10])([CH3:9])[C:6]([OH:8])=[O:7].[OH-].[Na+].Cl[C:14]([O:16][CH2:17][CH3:18])=[O:15]. The catalyst is O. The product is [CH2:17]([O:16][C:14]([NH:2][CH2:3][CH2:4][C:5]([CH3:10])([CH3:9])[C:6]([OH:8])=[O:7])=[O:15])[CH3:18]. (2) The reactants are [C:1]([C:5]1[CH:10]=[C:9]([Br:11])[C:8]([N+:12]([O-:14])=[O:13])=[CH:7][C:6]=1[OH:15])([CH3:4])([CH3:3])[CH3:2].[C:16]([O-])([O-])=O.[Cs+].[Cs+].CI. The catalyst is CN(C=O)C.O. The product is [C:1]([C:5]1[CH:10]=[C:9]([Br:11])[C:8]([N+:12]([O-:14])=[O:13])=[CH:7][C:6]=1[O:15][CH3:16])([CH3:4])([CH3:2])[CH3:3]. The yield is 0.690. (3) The reactants are [CH2:1]([O:3][C:4]([C:6]1[NH:10][CH:9]=[C:8]([C:11](=O)[CH2:12][CH2:13][C:14]([OH:16])=[O:15])[CH:7]=1)=[O:5])[CH3:2].C([SiH](CC)CC)C. The catalyst is C(O)(C(F)(F)F)=O. The product is [CH2:1]([O:3][C:4]([C:6]1[NH:10][CH:9]=[C:8]([CH2:11][CH2:12][CH2:13][C:14]([OH:16])=[O:15])[CH:7]=1)=[O:5])[CH3:2]. The yield is 0.300. (4) The reactants are Br[C:2]1[CH:9]=[CH:8][C:7]([O:10][CH:11]([CH3:13])[CH3:12])=[CH:6][C:3]=1[C:4]#[N:5].C([Li])CCC.[CH3:19][C:20]([O:23][C:24](O[C:24]([O:23][C:20]([CH3:22])([CH3:21])[CH3:19])=[O:25])=[O:25])([CH3:22])[CH3:21]. The catalyst is C1COCC1. The product is [C:4]([C:3]1[CH:6]=[C:7]([O:10][CH:11]([CH3:13])[CH3:12])[CH:8]=[CH:9][C:2]=1[C:24]([O:23][C:20]([CH3:22])([CH3:21])[CH3:19])=[O:25])#[N:5]. The yield is 0.380. (5) The reactants are [C:1]([C:3]1[CH:4]=[CH:5][C:6]([OH:13])=[C:7]([CH:12]=1)[CH:8]=[CH:9][CH:10]=[O:11])#[N:2].[CH3:14][O:15][CH2:16]Cl.C(N(CC)CC)C. The catalyst is CN(C)C=O. The product is [C:1]([C:3]1[CH:4]=[CH:5][C:6]([O:13][CH2:14][O:15][CH3:16])=[C:7]([CH:12]=1)[CH:8]=[CH:9][CH:10]=[O:11])#[N:2]. The yield is 0.980. (6) The reactants are [CH2:1]([O:3][P:4]([CH2:9][CH2:10][NH:11][CH2:12][C:13]([CH3:36])=[CH:14][CH2:15][C:16]1[C:17]([O:29][CH2:30][CH2:31][Si:32]([CH3:35])([CH3:34])[CH3:33])=[C:18]2[C:22](=[C:23]([CH3:27])[C:24]=1[O:25][CH3:26])[CH2:21][O:20][C:19]2=[O:28])(=[O:8])[O:5][CH2:6][CH3:7])[CH3:2].[CH3:37][S:38](Cl)(=[O:40])=[O:39].N1C=CC=CC=1. The catalyst is C(Cl)Cl. The product is [CH2:1]([O:3][P:4]([CH2:9][CH2:10][N:11]([S:38]([CH3:37])(=[O:40])=[O:39])[CH2:12][C:13]([CH3:36])=[CH:14][CH2:15][C:16]1[C:17]([O:29][CH2:30][CH2:31][Si:32]([CH3:33])([CH3:34])[CH3:35])=[C:18]2[C:22](=[C:23]([CH3:27])[C:24]=1[O:25][CH3:26])[CH2:21][O:20][C:19]2=[O:28])(=[O:8])[O:5][CH2:6][CH3:7])[CH3:2]. The yield is 0.630. (7) The reactants are [OH:1][C@H:2]1[CH2:7][CH2:6][C@H:5]([N:8]2[C:13](=[O:14])[C:12]([CH2:15][C:16]3[CH:21]=[CH:20][C:19]([C:22]4[CH:27]=[CH:26][CH:25]=[CH:24][C:23]=4[C:28]4[NH:32][C:31](=[O:33])[O:30][N:29]=4)=[CH:18][CH:17]=3)=[C:11]([CH2:34][CH2:35][CH3:36])[N:10]3[N:37]=[CH:38][CH:39]=[C:9]23)[CH2:4][CH2:3]1.CC(OI1(OC(C)=O)(OC(C)=O)OC(=O)C2C1=CC=CC=2)=O.C(OCC)(=O)C.S([O-])([O-])(=O)=S.[Na+].[Na+]. The catalyst is C(Cl)Cl.O. The product is [O:1]=[C:2]1[CH2:7][CH2:6][CH:5]([N:8]2[C:13](=[O:14])[C:12]([CH2:15][C:16]3[CH:17]=[CH:18][C:19]([C:22]4[CH:27]=[CH:26][CH:25]=[CH:24][C:23]=4[C:28]4[NH:32][C:31](=[O:33])[O:30][N:29]=4)=[CH:20][CH:21]=3)=[C:11]([CH2:34][CH2:35][CH3:36])[N:10]3[N:37]=[CH:38][CH:39]=[C:9]23)[CH2:4][CH2:3]1. The yield is 0.450. (8) The reactants are [Cl:1][C:2]1[N:3]=[CH:4][C:5]2[NH:10][CH:9]=[CH:8][C:6]=2[N:7]=1.C1C(=O)N([Br:18])C(=O)C1. The catalyst is CN(C=O)C.CCOC(C)=O. The product is [Br:18][C:8]1[C:6]2[N:7]=[C:2]([Cl:1])[N:3]=[CH:4][C:5]=2[NH:10][CH:9]=1. The yield is 0.750.